Dataset: hERG potassium channel inhibition data for cardiac toxicity prediction from Karim et al.. Task: Regression/Classification. Given a drug SMILES string, predict its toxicity properties. Task type varies by dataset: regression for continuous values (e.g., LD50, hERG inhibition percentage) or binary classification for toxic/non-toxic outcomes (e.g., AMES mutagenicity, cardiotoxicity, hepatotoxicity). Dataset: herg_karim. (1) The compound is CCc1oc(CCc2cc(N3CCOCC3)cc(NCC(F)(F)F)n2)nc1C. The result is 1 (blocker). (2) The molecule is Cc1cccnc1CN1CCC2(CC1)C(=O)N(c1ccc(-c3ccc(-c4cc[nH]n4)cc3)cc1)C(=O)N2c1cc(=O)[nH]cn1. The result is 1 (blocker). (3) The compound is O=c1ccc(-c2nnc(C3CCN(Cc4ccc(-c5nc6nc(N7CCN(CCO)CC7)ncc6cc5-c5ccccc5)cc4)CC3)[nH]2)c[nH]1. The result is 1 (blocker).